From a dataset of Full USPTO retrosynthesis dataset with 1.9M reactions from patents (1976-2016). Predict the reactants needed to synthesize the given product. Given the product [Cl:29][C:30]1[N:35]=[C:34]([NH:19][C:16]2[CH:15]=[C:14]([CH2:13][CH2:12][C:8]3[CH:9]=[CH:10][CH:11]=[C:6]([O:5][CH2:4][CH:1]4[CH2:3][CH2:2]4)[CH:7]=3)[NH:18][N:17]=2)[CH:33]=[CH:32][N:31]=1, predict the reactants needed to synthesize it. The reactants are: [CH:1]1([CH2:4][O:5][C:6]2[CH:7]=[C:8]([CH2:12][CH2:13][C:14]3[NH:18][N:17]=[C:16]([NH2:19])[CH:15]=3)[CH:9]=[CH:10][CH:11]=2)[CH2:3][CH2:2]1.C(N(C(C)C)C(C)C)C.[Cl:29][C:30]1[N:35]=[C:34](Cl)[CH:33]=[CH:32][N:31]=1.O.